Dataset: Retrosynthesis with 50K atom-mapped reactions and 10 reaction types from USPTO. Task: Predict the reactants needed to synthesize the given product. (1) Given the product CNC(C)c1ccc(S(=O)(=O)Nc2cc(Br)cnc2Cl)cc1, predict the reactants needed to synthesize it. The reactants are: CC(=O)c1ccc(S(=O)(=O)Nc2cc(Br)cnc2Cl)cc1.CN. (2) Given the product CC(=O)c1nc2cc(NC(=O)c3ccc(/C=C/C(F)(F)F)cc3C)ccc2s1, predict the reactants needed to synthesize it. The reactants are: Cc1cc(/C=C/C(F)(F)F)ccc1C(=O)Nc1ccc2sc(C(C)O)nc2c1. (3) Given the product CCOC(=O)[C@H](C)Oc1ccc(Br)cc1, predict the reactants needed to synthesize it. The reactants are: CCOC(=O)[C@@H](C)O.Oc1ccc(Br)cc1.